From a dataset of Forward reaction prediction with 1.9M reactions from USPTO patents (1976-2016). Predict the product of the given reaction. (1) Given the reactants [C:1]1([C@@H:7]2[CH2:13][NH:12][CH2:11][C:10]3[CH:14]=[CH:15][C:16]([C:18]([O:20][CH3:21])=[O:19])=[CH:17][C:9]=3[O:8]2)[CH:6]=[CH:5][CH:4]=[CH:3][CH:2]=1.[C:22](O)(C(F)(F)F)=[O:23].CCN(CC)CC, predict the reaction product. The product is: [CH:22]([N:12]1[CH2:11][C:10]2[CH:14]=[CH:15][C:16]([C:18]([O:20][CH3:21])=[O:19])=[CH:17][C:9]=2[O:8][C@H:7]([C:1]2[CH:2]=[CH:3][CH:4]=[CH:5][CH:6]=2)[CH2:13]1)=[O:23]. (2) Given the reactants [NH2:1][C:2]1[N:7]=[C:6]([C:8]2[O:9][CH:10]=[CH:11][CH:12]=2)[C:5]([C:13]#[N:14])=[C:4](S(C)=O)[N:3]=1.[CH3:18][C:19]1[CH:20]=[C:21]([CH:24]=[CH:25][C:26]=1[CH3:27])[CH2:22][NH2:23], predict the reaction product. The product is: [NH2:1][C:2]1[N:3]=[C:4]([NH:23][CH2:22][C:21]2[CH:24]=[CH:25][C:26]([CH3:27])=[C:19]([CH3:18])[CH:20]=2)[C:5]([C:13]#[N:14])=[C:6]([C:8]2[O:9][CH:10]=[CH:11][CH:12]=2)[N:7]=1. (3) Given the reactants [Cl:1][C:2]1[CH:3]=[C:4]([CH:26]=[CH:27][CH:28]=1)[O:5][C:6]1[CH:15]=[CH:14][C:13]2[NH:12][CH:11]([CH:16]3[CH2:21][CH2:20][CH2:19][CH2:18][CH2:17]3)[CH:10]3[CH2:22][CH2:23][CH2:24][O:25][CH:9]3[C:8]=2[CH:7]=1.Cl, predict the reaction product. The product is: [ClH:1].[Cl:1][C:2]1[CH:3]=[C:4]([CH:26]=[CH:27][CH:28]=1)[O:5][C:6]1[CH:15]=[CH:14][C:13]2[NH:12][CH:11]([CH:16]3[CH2:17][CH2:18][CH2:19][CH2:20][CH2:21]3)[CH:10]3[CH2:22][CH2:23][CH2:24][O:25][CH:9]3[C:8]=2[CH:7]=1. (4) Given the reactants [CH2:1]([O:8][CH2:9][C:10]([OH:12])=[O:11])[C:2]1[CH:7]=[CH:6][CH:5]=[CH:4][CH:3]=1.[OH-].[Na+].[N+]([O-])([O-])=O.[Ag+:19], predict the reaction product. The product is: [Ag+:19].[CH2:1]([O:8][CH2:9][C:10]([O-:12])=[O:11])[C:2]1[CH:7]=[CH:6][CH:5]=[CH:4][CH:3]=1. (5) Given the reactants [CH3:1][O:2][C:3]1[CH:37]=[C:36]([O:38][CH3:39])[CH:35]=[CH:34][C:4]=1[CH2:5][N:6]([C:29]1[S:33][N:32]=[CH:31][N:30]=1)[S:7]([C:10]1[CH:19]=[CH:18][C:17]2[C:12](=[CH:13][CH:14]=[CH:15][C:16]=2B2OC(C)(C)C(C)(C)O2)[CH:11]=1)(=[O:9])=[O:8].Br[C:41]1[CH:46]=[CH:45][C:44]([Cl:47])=[CH:43][C:42]=1[O:48][CH:49]([F:51])[F:50].C(=O)([O-])[O-].[Na+].[Na+].O, predict the reaction product. The product is: [Cl:47][C:44]1[CH:45]=[CH:46][C:41]([C:16]2[CH:15]=[CH:14][CH:13]=[C:12]3[C:17]=2[CH:18]=[CH:19][C:10]([S:7]([N:6]([CH2:5][C:4]2[CH:34]=[CH:35][C:36]([O:38][CH3:39])=[CH:37][C:3]=2[O:2][CH3:1])[C:29]2[S:33][N:32]=[CH:31][N:30]=2)(=[O:9])=[O:8])=[CH:11]3)=[C:42]([O:48][CH:49]([F:50])[F:51])[CH:43]=1. (6) Given the reactants [CH:1]([C:4]1[CH:9]=[CH:8][C:7]([C:10]2([CH3:23])[C:14]3[C:15]([CH3:22])=[C:16]([NH2:21])[C:17]([CH3:20])=[C:18]([CH3:19])[C:13]=3[O:12][CH2:11]2)=[CH:6][CH:5]=1)([CH3:3])[CH3:2], predict the reaction product. The product is: [CH:1]([C:4]1[CH:9]=[CH:8][C:7]([C:10]2([CH3:23])[C:14]3[C:15]([CH3:22])=[C:16]([NH:21][C:13](=[O:12])[CH2:14][C:10]([CH3:23])([CH3:11])[CH3:7])[C:17]([CH3:20])=[C:18]([CH3:19])[C:13]=3[O:12][CH2:11]2)=[CH:6][CH:5]=1)([CH3:3])[CH3:2].